Dataset: Catalyst prediction with 721,799 reactions and 888 catalyst types from USPTO. Task: Predict which catalyst facilitates the given reaction. Reactant: [F:1][C:2]([F:15])([F:14])[S:3]([O:6]S(C(F)(F)F)(=O)=O)(=[O:5])=[O:4].[CH3:16][N:17]1[C:22]2=[C:23]3[N:28]([C:29]([C:30]4[CH:31]=[C:32]([CH3:36])[CH:33]=[CH:34][CH:35]=4)=[C:21]2[C:20](=[O:38])[N:19]([CH3:39])[C:18]1=[O:40])[CH2:27][CH2:26][CH2:25][C:24]3=O.N1C(C)=CC=CC=1C. Product: [F:1][C:2]([F:15])([F:14])[S:3]([O:6][C:24]1[C:23]2[N:28]([C:29]([C:30]3[CH:31]=[C:32]([CH3:36])[CH:33]=[CH:34][CH:35]=3)=[C:21]3[C:20](=[O:38])[N:19]([CH3:39])[C:18](=[O:40])[N:17]([CH3:16])[C:22]3=2)[CH2:27][CH2:26][CH:25]=1)(=[O:5])=[O:4]. The catalyst class is: 2.